Predict the product of the given reaction. From a dataset of Forward reaction prediction with 1.9M reactions from USPTO patents (1976-2016). (1) Given the reactants [CH2:1]([NH:3][C:4]([C:6]1[C:10]([C:11]2[CH:16]=[CH:15][CH:14]=[C:13]([Cl:17])[CH:12]=2)=[C:9]([C:18]2[CH:23]=[C:22]([Cl:24])[C:21]([O:25][CH2:26][C:27]3[CH:32]=[CH:31][CH:30]=[CH:29][CH:28]=3)=[CH:20][C:19]=2[O:33][CH2:34][C:35]2[CH:40]=[CH:39][CH:38]=[CH:37][CH:36]=2)[O:8][N:7]=1)=O)[CH3:2], predict the reaction product. The product is: [CH2:34]([O:33][C:19]1[CH:20]=[C:21]([O:25][CH2:26][C:27]2[CH:28]=[CH:29][CH:30]=[CH:31][CH:32]=2)[C:22]([Cl:24])=[CH:23][C:18]=1[C:9]1[O:8][N:7]=[C:6]([CH2:4][NH:3][CH2:1][CH3:2])[C:10]=1[C:11]1[CH:16]=[CH:15][CH:14]=[C:13]([Cl:17])[CH:12]=1)[C:35]1[CH:40]=[CH:39][CH:38]=[CH:37][CH:36]=1. (2) Given the reactants [C:1]1([C:7]2[C:19]([C:20]3[CH:25]=[CH:24][C:23]([C:26]4([NH:30][C:31](=[O:37])[O:32][C:33]([CH3:36])([CH3:35])[CH3:34])[CH2:29][CH2:28][CH2:27]4)=[CH:22][CH:21]=3)=[N:18][C:10]3[O:11][CH2:12][C:13]4[N:14]([CH:15]=[N:16][N:17]=4)[C:9]=3[CH:8]=2)[CH:6]=[CH:5][CH:4]=[CH:3][CH:2]=1.[Br:38]N1C(=O)CCC1=O, predict the reaction product. The product is: [C:33]([O:32][C:31](=[O:37])[NH:30][C:26]1([C:23]2[CH:24]=[CH:25][C:20]([C:19]3[C:7]([C:1]4[CH:2]=[CH:3][CH:4]=[CH:5][CH:6]=4)=[CH:8][C:9]4[N:14]5[C:15]([Br:38])=[N:16][N:17]=[C:13]5[CH2:12][O:11][C:10]=4[N:18]=3)=[CH:21][CH:22]=2)[CH2:27][CH2:28][CH2:29]1)([CH3:34])([CH3:36])[CH3:35]. (3) Given the reactants I[C:2]1[C:3]([CH3:11])=[N:4][N:5]2[CH:10]=[CH:9][CH:8]=[CH:7][C:6]=12.C(O[B:16]1[O:20][C:19]([CH3:22])([CH3:21])[C:18]([CH3:24])([CH3:23])[O:17]1)(C)C, predict the reaction product. The product is: [CH3:11][C:3]1[C:2]([B:16]2[O:20][C:19]([CH3:22])([CH3:21])[C:18]([CH3:24])([CH3:23])[O:17]2)=[C:6]2[CH:7]=[CH:8][CH:9]=[CH:10][N:5]2[N:4]=1. (4) The product is: [Cl:1][C:2]1[C:3]([C:4]2[N:5]=[C:20]([C:19]3[CH:23]=[C:24]([O:25][CH3:26])[C:16]([OH:15])=[C:17]([N+:27]([O-:29])=[O:28])[CH:18]=3)[O:7][N:6]=2)=[C:8]([CH3:14])[C:9]([Cl:13])=[C:10]([CH3:12])[N:11]=1. Given the reactants [Cl:1][C:2]1[N:11]=[C:10]([CH3:12])[C:9]([Cl:13])=[C:8]([CH3:14])[C:3]=1/[C:4](=[N:6]/[OH:7])/[NH2:5].[OH:15][C:16]1[C:24]([O:25][CH3:26])=[CH:23][C:19]([C:20](Cl)=O)=[CH:18][C:17]=1[N+:27]([O-:29])=[O:28].N1C=CC=CC=1, predict the reaction product.